This data is from NCI-60 drug combinations with 297,098 pairs across 59 cell lines. The task is: Regression. Given two drug SMILES strings and cell line genomic features, predict the synergy score measuring deviation from expected non-interaction effect. Drug 1: C(=O)(N)NO. Drug 2: C1=NNC2=C1C(=O)NC=N2. Cell line: CAKI-1. Synergy scores: CSS=-0.0600, Synergy_ZIP=0.424, Synergy_Bliss=-2.04, Synergy_Loewe=-4.53, Synergy_HSA=-4.40.